From a dataset of CYP3A4 substrate classification data from Carbon-Mangels et al.. Regression/Classification. Given a drug SMILES string, predict its absorption, distribution, metabolism, or excretion properties. Task type varies by dataset: regression for continuous measurements (e.g., permeability, clearance, half-life) or binary classification for categorical outcomes (e.g., BBB penetration, CYP inhibition). Dataset: cyp3a4_substrate_carbonmangels. (1) The compound is Cc1cncc(CN2CCC(=C3c4ccc(Cl)cc4CCc4cccnc43)CC2)c1. The result is 1 (substrate). (2) The molecule is C[C@H](CN(C)C)CN1c2ccccc2S(=O)(=O)c2ccccc21. The result is 0 (non-substrate). (3) The drug is CCCO. The result is 0 (non-substrate). (4) The molecule is CCOc1ccccc1OCCN[C@H](C)Cc1ccc(OC)c(S(N)(=O)=O)c1. The result is 1 (substrate). (5) The compound is CC(=O)CCCCn1c(=O)c2c(ncn2C)n(C)c1=O. The result is 0 (non-substrate). (6) The compound is COC(=O)C1=C(C#N)NC(C)=C(C(=O)OC(C)C)[C@H]1c1cccc([N+](=O)[O-])c1. The result is 1 (substrate).